From a dataset of Forward reaction prediction with 1.9M reactions from USPTO patents (1976-2016). Predict the product of the given reaction. (1) The product is: [CH2:25]([O:26][C:13]1[C:22]2[C:17](=[CH:18][CH:19]=[CH:20][CH:21]=2)[C:16]([CH:23]=[O:24])=[CH:15][CH:14]=1)[CH2:11][CH2:10][CH2:9][CH2:8][CH2:7][CH2:6][CH2:5][CH2:4][CH2:3][CH2:2][CH3:28]. Given the reactants Br[CH2:2][CH2:3][CH2:4][CH2:5][CH2:6][CH2:7][CH2:8][CH2:9][CH2:10][CH3:11].O[C:13]1[C:22]2[C:17](=[CH:18][CH:19]=[CH:20][CH:21]=2)[C:16]([CH:23]=[O:24])=[CH:15][CH:14]=1.[CH3:25][O-:26].[Na+].[CH3:28]N(C=O)C, predict the reaction product. (2) The product is: [Cl:23][C:20]1[CH:21]=[CH:22][C:17]([C:15]2[C:3]3[C:2](=[CH:7][CH:6]=[C:5]([O:8][C:9]4[CH:14]=[CH:13][CH:12]=[CH:11][CH:10]=4)[CH:4]=3)[N:1]=[C:28]([CH3:29])[C:27]=2[C:24](=[O:26])[CH3:25])=[CH:18][CH:19]=1. Given the reactants [NH2:1][C:2]1[CH:7]=[CH:6][C:5]([O:8][C:9]2[CH:14]=[CH:13][CH:12]=[CH:11][CH:10]=2)=[CH:4][C:3]=1[C:15]([C:17]1[CH:22]=[CH:21][C:20]([Cl:23])=[CH:19][CH:18]=1)=O.[C:24]([CH2:27][C:28](=O)[CH3:29])(=[O:26])[CH3:25], predict the reaction product. (3) Given the reactants [C:1]12([C:11]3[CH:12]=[C:13](Br)[CH:14]=[C:15]([O:25][CH3:26])[C:16]=3[O:17][CH2:18][C:19]3[CH:24]=[CH:23][CH:22]=[CH:21][CH:20]=3)[CH2:10][CH:5]3[CH2:6][CH:7]([CH2:9][CH:3]([CH2:4]3)[CH2:2]1)[CH2:8]2.C(=O)=O.CC(C)=O.[Li]CCCC.[B:40](OC(C)C)([O:45]C(C)C)[O:41]C(C)C, predict the reaction product. The product is: [C:1]12([C:11]3[CH:12]=[C:13]([B:40]([OH:45])[OH:41])[CH:14]=[C:15]([O:25][CH3:26])[C:16]=3[O:17][CH2:18][C:19]3[CH:24]=[CH:23][CH:22]=[CH:21][CH:20]=3)[CH2:10][CH:5]3[CH2:6][CH:7]([CH2:9][CH:3]([CH2:4]3)[CH2:2]1)[CH2:8]2. (4) Given the reactants [CH:1]1([C:4]2[C:5]([CH2:21][N:22]3[CH2:27][CH2:26][CH2:25][CH2:24][C@H:23]3[C:28]3[CH:33]=[CH:32][C:31]([C:34]([O:36]C)=[O:35])=[C:30]([F:38])[CH:29]=3)=[C:6]3[C:10](=[C:11]([CH3:13])[CH:12]=2)[N:9](C(OC(C)(C)C)=O)[CH:8]=[CH:7]3)[CH2:3][CH2:2]1.[Li+].[OH-].O.CO, predict the reaction product. The product is: [CH:1]1([C:4]2[C:5]([CH2:21][N:22]3[CH2:27][CH2:26][CH2:25][CH2:24][C@H:23]3[C:28]3[CH:33]=[CH:32][C:31]([C:34]([OH:36])=[O:35])=[C:30]([F:38])[CH:29]=3)=[C:6]3[C:10](=[C:11]([CH3:13])[CH:12]=2)[NH:9][CH:8]=[CH:7]3)[CH2:3][CH2:2]1. (5) Given the reactants Cl.Cl[CH2:3][C:4]1[CH:9]=[CH:8][CH:7]=[CH:6][N:5]=1.C(N(CC)CC)C.[NH2:17][C:18]1[C:27]2[C:22](=[CH:23][CH:24]=[CH:25][C:26]=2[C:28]2[CH:33]=[CH:32][CH:31]=[CH:30][CH:29]=2)[N:21]=[C:20]([C:34]2[CH:35]=[C:36]([S:40]([NH:43][C:44]([CH3:47])([CH3:46])[CH3:45])(=[O:42])=[O:41])[CH:37]=[N:38][CH:39]=2)[N:19]=1.CC(C)([O-])C.[Na+].Cl, predict the reaction product. The product is: [C:44]([NH:43][S:40]([C:36]1[CH:37]=[N:38][CH:39]=[C:34]([C:20]2[N:19]=[C:18]([NH:17][CH2:3][C:4]3[CH:9]=[CH:8][CH:7]=[CH:6][N:5]=3)[C:27]3[C:22](=[CH:23][CH:24]=[CH:25][C:26]=3[C:28]3[CH:33]=[CH:32][CH:31]=[CH:30][CH:29]=3)[N:21]=2)[CH:35]=1)(=[O:41])=[O:42])([CH3:47])([CH3:45])[CH3:46]. (6) Given the reactants [F:1][C:2]1[C:11]2[C:6](=[CH:7][CH:8]=[CH:9][CH:10]=2)[CH:5]=[CH:4][C:3]=1[OH:12].C([O-])([O-])=O.[K+].[K+].Br[CH2:20][CH2:21][NH:22][C:23](=[O:29])[O:24][C:25]([CH3:28])([CH3:27])[CH3:26].CCCCCC.C(OCC)(=O)C, predict the reaction product. The product is: [F:1][C:2]1[C:11]2[C:6](=[CH:7][CH:8]=[CH:9][CH:10]=2)[CH:5]=[CH:4][C:3]=1[O:12][CH2:20][CH2:21][NH:22][C:23](=[O:29])[O:24][C:25]([CH3:28])([CH3:27])[CH3:26].